From a dataset of Full USPTO retrosynthesis dataset with 1.9M reactions from patents (1976-2016). Predict the reactants needed to synthesize the given product. (1) Given the product [CH2:8]([C:7]1[CH:6]=[CH:5][C:4]([O:3][CH3:2])=[CH:30][CH:29]=1)[CH:9]=[CH:36][CH2:37][CH2:38]/[CH:39]=[CH:40]/[CH2:41][CH2:42][CH2:43][CH2:44][CH3:45], predict the reactants needed to synthesize it. The reactants are: [Br-].[CH3:2][O:3][C:4]1[CH:30]=[CH:29][C:7]([CH2:8][CH2:9][P+](C2C=CC=CC=2)(C2C=CC=CC=2)C2C=CC=CC=2)=[CH:6][CH:5]=1.[Li]CCCC.[CH:36](=O)[CH2:37][CH2:38]/[CH:39]=[CH:40]/[CH2:41][CH2:42][CH2:43][CH2:44][CH3:45]. (2) Given the product [CH2:30]([S:36][CH2:37][C@H:38]1[CH2:39][NH:40][CH2:41][C@@H:42]1[OH:43])[CH2:31][CH2:32][CH2:33][C:34]#[CH:35], predict the reactants needed to synthesize it. The reactants are: [H-].[Na+].O[C@@H]1[C@H](COS(C)(=O)=O)CN(C(OC(C)(C)C)=O)C1.C(S)CCCC#C.Cl.[CH2:30]([S:36][CH2:37][C@@H:38]1[C@@H:42]([OH:43])[CH2:41][N:40](C(OC(C)(C)C)=O)[CH2:39]1)[CH2:31][CH2:32][CH2:33][C:34]#[CH:35].